Dataset: TCR-epitope binding with 47,182 pairs between 192 epitopes and 23,139 TCRs. Task: Binary Classification. Given a T-cell receptor sequence (or CDR3 region) and an epitope sequence, predict whether binding occurs between them. The epitope is YIFFASFYY. Result: 1 (the TCR binds to the epitope). The TCR CDR3 sequence is CASSNAGQRYQETQYF.